Dataset: Catalyst prediction with 721,799 reactions and 888 catalyst types from USPTO. Task: Predict which catalyst facilitates the given reaction. (1) Reactant: [H-].[Al+3].[Li+].[H-].[H-].[H-].C([O:9][C:10]([C:12]1[NH:13][C:14]2[C:19]([CH:20]=1)=[CH:18][C:17]([O:21][CH2:22][C:23]([N:25]1[CH2:30][CH2:29][O:28][CH2:27][CH2:26]1)=O)=[CH:16][CH:15]=2)=O)C. Product: [N:25]1([CH2:23][CH2:22][O:21][C:17]2[CH:18]=[C:19]3[C:14](=[CH:15][CH:16]=2)[NH:13][C:12]([CH2:10][OH:9])=[CH:20]3)[CH2:30][CH2:29][O:28][CH2:27][CH2:26]1. The catalyst class is: 7. (2) Reactant: [CH2:1]([OH:3])[CH3:2].C(N(CC)CC)C.[Cl:11][C:12]1[CH:13]=[CH:14][C:15]([N+:21]([O-:23])=[O:22])=[C:16]([CH:20]=1)[C:17](Cl)=[O:18].O. Product: [CH2:1]([O:3][C:17](=[O:18])[C:16]1[CH:20]=[C:12]([Cl:11])[CH:13]=[CH:14][C:15]=1[N+:21]([O-:23])=[O:22])[CH3:2]. The catalyst class is: 54. (3) Reactant: [C:1]([O:5][C:6](=[O:20])[CH2:7][O:8][C:9]1[C:18]2[CH2:17][CH2:16][CH2:15][CH:14]([NH2:19])[C:13]=2[CH:12]=[CH:11][CH:10]=1)([CH3:4])([CH3:3])[CH3:2].[C:21]1([C:31]2[CH:36]=[CH:35][CH:34]=[CH:33][CH:32]=2)[CH:26]=[CH:25][C:24]([S:27](Cl)(=[O:29])=[O:28])=[CH:23][CH:22]=1.C(N(C(C)C)CC)(C)C. Product: [C:1]([O:5][C:6](=[O:20])[CH2:7][O:8][C:9]1[C:18]2[CH2:17][CH2:16][CH2:15][CH:14]([NH:19][S:27]([C:24]3[CH:23]=[CH:22][C:21]([C:31]4[CH:36]=[CH:35][CH:34]=[CH:33][CH:32]=4)=[CH:26][CH:25]=3)(=[O:29])=[O:28])[C:13]=2[CH:12]=[CH:11][CH:10]=1)([CH3:4])([CH3:2])[CH3:3]. The catalyst class is: 7. (4) Reactant: [Cl:1][C:2]1[N:7]=[C:6](Cl)[C:5]([NH:9][CH:10]([CH3:12])[CH3:11])=[CH:4][N:3]=1.Cl.[NH:14]1[CH2:19][CH2:18][O:17][CH2:16][CH:15]1[C:20](O)=[O:21].CCN(C(C)C)C(C)C.CS(C)=O. Product: [Cl:1][C:2]1[N:3]=[CH:4][C:5]2[N:9]([CH:10]([CH3:12])[CH3:11])[C:20](=[O:21])[CH:15]3[CH2:16][O:17][CH2:18][CH2:19][N:14]3[C:6]=2[N:7]=1. The catalyst class is: 6.